Dataset: Full USPTO retrosynthesis dataset with 1.9M reactions from patents (1976-2016). Task: Predict the reactants needed to synthesize the given product. (1) Given the product [CH2:17]([N:12]1[CH2:11][CH2:10][CH:9]([C:5]2[CH:6]=[CH:7][CH:8]=[C:3]([C:2]([F:1])([F:15])[F:16])[CH:4]=2)[CH2:14][CH2:13]1)[CH2:18][CH2:19][CH3:20], predict the reactants needed to synthesize it. The reactants are: [F:1][C:2]([F:16])([F:15])[C:3]1[CH:4]=[C:5]([CH:9]2[CH2:14][CH2:13][NH:12][CH2:11][CH2:10]2)[CH:6]=[CH:7][CH:8]=1.[CH2:17](Br)[CH2:18][CH2:19][CH3:20].Cl. (2) Given the product [F:1][C:2]1[N:7]=[C:6]([F:8])[CH:5]=[C:4]([CH2:10][C:11]2[CH:16]=[CH:15][CH:14]=[CH:13][CH:12]=2)[N:3]=1, predict the reactants needed to synthesize it. The reactants are: [F:1][C:2]1[N:7]=[C:6]([F:8])[CH:5]=[C:4](F)[N:3]=1.[CH2:10]([Mg]Cl)[C:11]1[CH:16]=[CH:15][CH:14]=[CH:13][CH:12]=1.